From a dataset of hERG potassium channel inhibition data for cardiac toxicity prediction from Karim et al.. Regression/Classification. Given a drug SMILES string, predict its toxicity properties. Task type varies by dataset: regression for continuous values (e.g., LD50, hERG inhibition percentage) or binary classification for toxic/non-toxic outcomes (e.g., AMES mutagenicity, cardiotoxicity, hepatotoxicity). Dataset: herg_karim. (1) The molecule is C[C@@H]1CN(c2nnc(C(F)(F)F)o2)CCN1c1ncc(OCc2ccc(S(C)(=O)=O)cc2)cn1. The result is 1 (blocker). (2) The molecule is COC(=O)C1=CC[C@@H]2CC[C@@H]1[NH+]2C. The result is 0 (non-blocker). (3) The molecule is Cn1c(SCCCN2CC3CCN(c4ccc(C(F)(F)F)cc4)C3C2)nnc1C1CCCCC1. The result is 1 (blocker). (4) The compound is CC(C)N(CCc1c[nH]c2ccccc12)Cc1ccc(/C=C/C(=O)NO)cc1. The result is 1 (blocker). (5) The molecule is CC(C)C[C@@H](C(=O)N[C@H](C(=O)OC1CCCC1)c1ccccc1)[C@H](O)C(=O)NO. The result is 0 (non-blocker).